This data is from Full USPTO retrosynthesis dataset with 1.9M reactions from patents (1976-2016). The task is: Predict the reactants needed to synthesize the given product. (1) Given the product [Cl:7][C:8]1[CH:15]=[CH:14][C:11]([CH2:12][N:24]2[C:23]3[CH:29]=[C:19]([N+:16]([O-:18])=[O:17])[CH:20]=[CH:21][C:22]=3[O:27][CH2:26][C:25]2=[O:28])=[CH:10][CH:9]=1, predict the reactants needed to synthesize it. The reactants are: C(=O)([O-])[O-].[K+].[K+].[Cl:7][C:8]1[CH:15]=[CH:14][C:11]([CH2:12]Br)=[CH:10][CH:9]=1.[N+:16]([C:19]1[CH:20]=[CH:21][C:22]2[O:27][CH2:26][C:25](=[O:28])[NH:24][C:23]=2[CH:29]=1)([O-:18])=[O:17]. (2) Given the product [CH3:32][O:33][C:34](=[O:43])[C:35]1[CH:40]=[CH:39][CH:38]=[C:37]([CH2:41][NH:17][CH2:16][C:13]2[N:12]=[C:11]([C:10]([S:7]([C:1]3[CH:2]=[CH:3][CH:4]=[CH:5][CH:6]=3)(=[O:9])=[O:8])([CH:19]3[CH2:31][C:22]4[NH:23][C:24]5[CH:25]=[CH:26][C:27]([Cl:30])=[CH:28][C:29]=5[C:21]=4[CH2:20]3)[F:18])[O:15][N:14]=2)[CH:36]=1, predict the reactants needed to synthesize it. The reactants are: [C:1]1([S:7]([C:10]([CH:19]2[CH2:31][C:22]3[NH:23][C:24]4[CH:25]=[CH:26][C:27]([Cl:30])=[CH:28][C:29]=4[C:21]=3[CH2:20]2)([F:18])[C:11]2[O:15][N:14]=[C:13]([CH2:16][NH2:17])[N:12]=2)(=[O:9])=[O:8])[CH:6]=[CH:5][CH:4]=[CH:3][CH:2]=1.[CH3:32][O:33][C:34](=[O:43])[C:35]1[CH:40]=[CH:39][CH:38]=[C:37]([CH:41]=O)[CH:36]=1.COC(=O)C1C=CC=CC=1.